Dataset: Forward reaction prediction with 1.9M reactions from USPTO patents (1976-2016). Task: Predict the product of the given reaction. Given the reactants [Cl:1][C:2]1[CH:28]=[CH:27][C:5]([NH:6][C:7]2[C:16]3[C:11](=[CH:12][C:13]([O:19][CH2:20][C@@H:21]4[CH2:26][CH2:25][CH2:24][NH:23][CH2:22]4)=[C:14]([O:17][CH3:18])[CH:15]=3)[N:10]=[CH:9][N:8]=2)=[C:4]([F:29])[CH:3]=1.F[P-](F)(F)(F)(F)F.N1(OC(N(C)C)=[N+](C)C)C2N=CC=CC=2N=N1.[CH3:54][N:55]([CH3:60])[CH2:56][C:57](O)=[O:58].C(N(C(C)C)CC)(C)C, predict the reaction product. The product is: [NH3:6].[Cl:1][C:2]1[CH:28]=[CH:27][C:5]([NH:6][C:7]2[C:16]3[C:11](=[CH:12][C:13]([O:19][CH2:20][C@@H:21]4[CH2:26][CH2:25][CH2:24][N:23]([C:57](=[O:58])[CH2:56][N:55]([CH3:60])[CH3:54])[CH2:22]4)=[C:14]([O:17][CH3:18])[CH:15]=3)[N:10]=[CH:9][N:8]=2)=[C:4]([F:29])[CH:3]=1.